Predict the reactants needed to synthesize the given product. From a dataset of Full USPTO retrosynthesis dataset with 1.9M reactions from patents (1976-2016). Given the product [Br:1][C:31]1[CH:32]=[CH:33][C:34]2[N:22]([C:12]3[C:13]4[S:14][C:15]5[CH:21]=[CH:20][CH:19]=[CH:18][C:16]=5[C:17]=4[CH:9]=[CH:10][CH:11]=3)[C:23]3[C:28]([C:29]=2[CH:30]=1)=[CH:27][CH:26]=[CH:25][CH:24]=3, predict the reactants needed to synthesize it. The reactants are: [Br:1]N1C(=O)CCC1=O.[CH:9]1[C:17]2[C:16]3[CH:18]=[CH:19][CH:20]=[CH:21][C:15]=3[S:14][C:13]=2[C:12]([N:22]2[C:34]3[CH:33]=[CH:32][CH:31]=[CH:30][C:29]=3[C:28]3[C:23]2=[CH:24][CH:25]=[CH:26][CH:27]=3)=[CH:11][CH:10]=1.